This data is from Full USPTO retrosynthesis dataset with 1.9M reactions from patents (1976-2016). The task is: Predict the reactants needed to synthesize the given product. (1) Given the product [CH:1]1([C:4]2[N:9]3[N:10]=[CH:11][C:12]([C:13]#[C:14][C:26]4[CH:31]=[CH:30][C:29]([S:32]([NH2:35])(=[O:34])=[O:33])=[CH:28][CH:27]=4)=[C:8]3[N:7]=[C:6]([C:15]3[CH:16]=[CH:17][C:18]([C:21]([F:22])([F:23])[F:24])=[CH:19][CH:20]=3)[CH:5]=2)[CH2:3][CH2:2]1, predict the reactants needed to synthesize it. The reactants are: [CH:1]1([C:4]2[N:9]3[N:10]=[CH:11][C:12]([C:13]#[CH:14])=[C:8]3[N:7]=[C:6]([C:15]3[CH:20]=[CH:19][C:18]([C:21]([F:24])([F:23])[F:22])=[CH:17][CH:16]=3)[CH:5]=2)[CH2:3][CH2:2]1.Br[C:26]1[CH:31]=[CH:30][C:29]([S:32]([NH2:35])(=[O:34])=[O:33])=[CH:28][CH:27]=1. (2) Given the product [Cl:1][C:2]1[C:7]([C:8]2[CH:13]=[CH:12][N:11]=[C:10]([NH:14][C:26](=[O:27])[C:25]3[CH:24]=[CH:23][C:22]([N:19]4[CH2:18][CH2:17][N:16]([CH3:15])[CH2:21][CH2:20]4)=[CH:30][CH:29]=3)[N:9]=2)=[CH:6][CH:5]=[CH:4][N:3]=1, predict the reactants needed to synthesize it. The reactants are: [Cl:1][C:2]1[C:7]([C:8]2[CH:13]=[CH:12][N:11]=[C:10]([NH2:14])[N:9]=2)=[CH:6][CH:5]=[CH:4][N:3]=1.[CH3:15][N:16]1[CH2:21][CH2:20][N:19]([C:22]2[CH:30]=[CH:29][C:25]([C:26](Cl)=[O:27])=[CH:24][CH:23]=2)[CH2:18][CH2:17]1.C(N(CC)C(C)C)(C)C. (3) Given the product [CH2:18]([O:20][C:21]([C:23]1([C:26]2[CH:27]=[CH:28][C:29]([C:32]3[CH:33]=[CH:34][C:35]([C:2]4[C:3]([CH:7]([OH:17])[CH2:8][CH2:9][CH2:10][C:11]5[CH:16]=[CH:15][CH:14]=[CH:13][CH:12]=5)=[CH:4][S:5][CH:6]=4)=[CH:36][CH:37]=3)=[CH:30][CH:31]=2)[CH2:25][CH2:24]1)=[O:22])[CH3:19], predict the reactants needed to synthesize it. The reactants are: Br[C:2]1[C:3]([CH:7]([OH:17])[CH2:8][CH2:9][CH2:10][C:11]2[CH:16]=[CH:15][CH:14]=[CH:13][CH:12]=2)=[CH:4][S:5][CH:6]=1.[CH2:18]([O:20][C:21]([C:23]1([C:26]2[CH:31]=[CH:30][C:29]([C:32]3[CH:37]=[CH:36][C:35](B4OC(C)(C)C(C)(C)O4)=[CH:34][CH:33]=3)=[CH:28][CH:27]=2)[CH2:25][CH2:24]1)=[O:22])[CH3:19]. (4) Given the product [CH3:1][O:2][C:3]1[CH:4]=[C:5]([CH3:37])[C:6]([S:10]([N:13]2[CH2:18][CH2:17][CH2:16][CH2:15][CH:14]2[CH2:19][CH2:20][CH2:21][S:22]([N:48]2[CH2:47][CH2:46][N:45]([CH:42]3[CH2:43][CH2:44][N:39]([CH3:38])[CH2:40][CH2:41]3)[CH2:50][CH2:49]2)(=[O:23])=[O:25])(=[O:11])=[O:12])=[C:7]([CH3:9])[CH:8]=1, predict the reactants needed to synthesize it. The reactants are: [CH3:1][O:2][C:3]1[CH:8]=[C:7]([CH3:9])[C:6]([S:10]([N:13]2[CH2:18][CH2:17][CH2:16][CH2:15][CH:14]2[CH2:19][CH2:20][CH2:21][S:22]([O:25]C2C(F)=C(F)C(F)=C(F)C=2F)(=O)=[O:23])(=[O:12])=[O:11])=[C:5]([CH3:37])[CH:4]=1.[CH3:38][N:39]1[CH2:44][CH2:43][CH:42]([N:45]2[CH2:50][CH2:49][NH:48][CH2:47][CH2:46]2)[CH2:41][CH2:40]1.N12CCCN=C1CCCCC2.C(=O)(O)[O-].[Na+]. (5) Given the product [CH:1]1([C:4]2[C:12]([N:13]([CH2:30][CH2:36][OH:56])[S:14]([CH3:17])(=[O:16])=[O:15])=[CH:11][C:10]3[C:6](=[C:7]([C:25]([NH:27][CH3:28])=[O:26])[N:8]([C:18]4[CH:23]=[CH:22][C:21]([F:24])=[CH:20][CH:19]=4)[N:9]=3)[CH:5]=2)[CH2:2][CH2:3]1, predict the reactants needed to synthesize it. The reactants are: [CH:1]1([C:4]2[C:12]([NH:13][S:14]([CH3:17])(=[O:16])=[O:15])=[CH:11][C:10]3[C:6](=[C:7]([C:25]([NH:27][CH3:28])=[O:26])[N:8]([C:18]4[CH:23]=[CH:22][C:21]([F:24])=[CH:20][CH:19]=4)[N:9]=3)[CH:5]=2)[CH2:3][CH2:2]1.F[C:30]1[CH:36]=CC(N)=CC=1.C1CCC(N=C=NC2CCCCC2)CC1.CN(C=[O:56])C. (6) Given the product [NH2:85][C@H:75]([C:61]1[C:60]([C:57]2[CH:58]=[CH:59][C:51]([Cl:50])=[C:52]3[C:56]=2[N:55]([CH3:92])[N:54]=[C:53]3[NH:93][S:94]([CH3:97])(=[O:95])=[O:96])=[CH:65][CH:64]=[C:63]([C:66]#[C:67][C:68]2([OH:74])[CH2:69][C:70]([F:73])([F:72])[CH2:71]2)[N:62]=1)[CH2:76][C:77]1[CH:78]=[C:79]([F:84])[CH:80]=[C:81]([F:83])[CH:82]=1, predict the reactants needed to synthesize it. The reactants are: N[C@H](C1N=C(C#C[C@@]2(C)OCCN(C(OC(C)(C)C)=O)C2)C=CC=1C1C=CC(Cl)=C2C=1N(C)N=C2NS(C)(=O)=O)CC1C=C(F)C=C(F)C=1.[Cl:50][C:51]1[CH:59]=[CH:58][C:57]([C:60]2[C:61]([C@@H:75]([NH:85]C(=O)C(F)(F)F)[CH2:76][C:77]3[CH:82]=[C:81]([F:83])[CH:80]=[C:79]([F:84])[CH:78]=3)=[N:62][C:63]([C:66]#[C:67][C:68]3([OH:74])[CH2:71][C:70]([F:73])([F:72])[CH2:69]3)=[CH:64][CH:65]=2)=[C:56]2[C:52]=1[C:53]([NH:93][S:94]([CH3:97])(=[O:96])=[O:95])=[N:54][N:55]2[CH3:92]. (7) The reactants are: [CH3:1][C:2]1[S:6][C:5]2[NH:7][C:8]3[CH:9]=[CH:10][CH:11]=[CH:12][C:13]=3[N:14]=[C:15]([N:16]3[CH2:21][CH2:20][N:19]([CH3:22])[CH2:18][CH2:17]3)[C:4]=2[CH:3]=1.[I-:23].[Na+].[P:25]([O:37][CH2:38]Cl)([O:32][C:33]([CH3:36])([CH3:35])[CH3:34])([O:27][C:28]([CH3:31])([CH3:30])[CH3:29])=[O:26]. Given the product [I-:23].[C:28]([O:27][P:25]([O:37][CH2:38][N+:19]1([CH3:22])[CH2:20][CH2:21][N:16]([C:15]2[C:4]3[CH:3]=[C:2]([CH3:1])[S:6][C:5]=3[NH:7][C:8]3[CH:9]=[CH:10][CH:11]=[CH:12][C:13]=3[N:14]=2)[CH2:17][CH2:18]1)([O:32][C:33]([CH3:36])([CH3:35])[CH3:34])=[O:26])([CH3:31])([CH3:30])[CH3:29], predict the reactants needed to synthesize it. (8) Given the product [Br:1][C:2]1[CH:3]=[C:4]([O:9][CH:18]([C:12]2[CH:13]=[C:14]([F:17])[CH:15]=[CH:16][C:11]=2[Cl:10])[CH3:19])[C:5]([NH2:8])=[N:6][CH:7]=1, predict the reactants needed to synthesize it. The reactants are: [Br:1][C:2]1[CH:3]=[C:4]([OH:9])[C:5]([NH2:8])=[N:6][CH:7]=1.[Cl:10][C:11]1[CH:16]=[CH:15][C:14]([F:17])=[CH:13][C:12]=1[CH:18](O)[CH3:19]. (9) Given the product [CH3:1][O:2][C:3]1[CH:4]=[C:5]([C:11]2[S:15][C:14]3=[N:16][CH:17]=[C:18]([C:19]4[CH:24]=[N:23][C:22]([NH:32][CH2:31][CH2:30][N:29]([CH3:33])[CH3:28])=[N:21][CH:20]=4)[N:13]3[N:12]=2)[CH:6]=[CH:7][C:8]=1[O:9][CH3:10], predict the reactants needed to synthesize it. The reactants are: [CH3:1][O:2][C:3]1[CH:4]=[C:5]([C:11]2[S:15][C:14]3=[N:16][CH:17]=[C:18]([C:19]4[CH:20]=[N:21][C:22](S(C)=O)=[N:23][CH:24]=4)[N:13]3[N:12]=2)[CH:6]=[CH:7][C:8]=1[O:9][CH3:10].[CH3:28][N:29]([CH3:33])[CH2:30][CH2:31][NH2:32].